This data is from Forward reaction prediction with 1.9M reactions from USPTO patents (1976-2016). The task is: Predict the product of the given reaction. (1) Given the reactants C[Si]([N:5]=[C:6]=[O:7])(C)C.Cl.Cl.[C:10]([C:13]1[CH:17]=[C:16]([C:18]2[CH:27]=[CH:26][C:21]([O:22][CH2:23][CH2:24][NH2:25])=[CH:20][CH:19]=2)[N:15]([C:28]2[CH:29]=[N:30][C:31]([O:34][CH3:35])=[CH:32][CH:33]=2)[N:14]=1)([CH3:12])=[CH2:11], predict the reaction product. The product is: [C:10]([C:13]1[CH:17]=[C:16]([C:18]2[CH:19]=[CH:20][C:21]([O:22][CH2:23][CH2:24][NH:25][C:6]([NH2:5])=[O:7])=[CH:26][CH:27]=2)[N:15]([C:28]2[CH:29]=[N:30][C:31]([O:34][CH3:35])=[CH:32][CH:33]=2)[N:14]=1)([CH3:12])=[CH2:11]. (2) Given the reactants [Cl:1][C:2]1[CH:7]=[CH:6][C:5]([S:8]([C:11]2[CH:12]=[N:13][C:14]3[C:19]([CH:20]=2)=[CH:18][CH:17]=[CH:16][C:15]=3F)(=[O:10])=[O:9])=[CH:4][CH:3]=1.C(=O)([O-])[O-].[K+].[K+].Cl.[O:29]1[CH2:34][CH2:33][CH:32]([CH2:35][NH2:36])[CH2:31][CH2:30]1.C(=O)=O.O=O.O1CCC(CNC2C=CC=C3C=2N=CC(S(C2C=CC(NCC4CCOCC4)=CC=2)(=O)=O)=C3)CC1, predict the reaction product. The product is: [Cl:1][C:2]1[CH:7]=[CH:6][C:5]([S:8]([C:11]2[CH:12]=[N:13][C:14]3[C:19]([CH:20]=2)=[CH:18][CH:17]=[CH:16][C:15]=3[NH:36][CH2:35][CH:32]2[CH2:33][CH2:34][O:29][CH2:30][CH2:31]2)(=[O:10])=[O:9])=[CH:4][CH:3]=1. (3) Given the reactants CC1C=CC(S(O[CH2:12][C@@H:13]2[O:18][C:17]3[CH:19]=[C:20]([S:23]([CH3:26])(=[O:25])=[O:24])[CH:21]=[CH:22][C:16]=3[O:15][CH2:14]2)(=O)=O)=CC=1.[NH:27]1[CH2:32][CH2:31][CH2:30][CH2:29][CH2:28]1.Cl, predict the reaction product. The product is: [CH3:26][S:23]([C:20]1[CH:21]=[CH:22][C:16]2[O:15][CH2:14][C@H:13]([CH2:12][N:27]3[CH2:32][CH2:31][CH2:30][CH2:29][CH2:28]3)[O:18][C:17]=2[CH:19]=1)(=[O:24])=[O:25]. (4) The product is: [CH:24]1([CH2:27][N:23]([CH2:27][CH:24]2[CH2:26][CH2:25]2)[CH2:22][C:16]2([C:13]3[CH:14]=[CH:15][C:10]([O:9][CH2:8][CH2:7][CH2:6][N:1]4[CH2:5][CH2:4][CH2:3][CH2:2]4)=[CH:11][CH:12]=3)[CH2:17][CH2:18][O:19][CH2:20][CH2:21]2)[CH2:26][CH2:25]1. Given the reactants [N:1]1([CH2:6][CH2:7][CH2:8][O:9][C:10]2[CH:15]=[CH:14][C:13]([C:16]3([CH2:22][NH2:23])[CH2:21][CH2:20][O:19][CH2:18][CH2:17]3)=[CH:12][CH:11]=2)[CH2:5][CH2:4][CH2:3][CH2:2]1.[CH:24]1([CH:27]=O)[CH2:26][CH2:25]1, predict the reaction product. (5) Given the reactants C(OC([N:8]1[CH2:13][CH:12]=[C:11]([C:14]2[C:19]([C:20]#[C:21][C:22]3[CH:23]=[N:24][C:25]([NH2:28])=[CH:26][CH:27]=3)=[C:18]([CH3:29])[N:17]=[C:16]([NH2:30])[N:15]=2)[CH2:10][CH2:9]1)=O)(C)(C)C.C(O)(C(F)(F)F)=O.C([O-])([O-])=O.[Na+].[Na+], predict the reaction product. The product is: [NH2:28][C:25]1[N:24]=[CH:23][C:22]([C:21]#[C:20][C:19]2[C:18]([CH3:29])=[N:17][C:16]([NH2:30])=[N:15][C:14]=2[C:11]2[CH2:12][CH2:13][NH:8][CH2:9][CH:10]=2)=[CH:27][CH:26]=1. (6) Given the reactants [C:1]([O:5][C:6]([N:8]([C@H:16]1[CH2:24][O:23][CH2:22][C@H:21]([OH:25])[C@@H:20]([OH:26])[C@H:19]([CH3:27])[O:18][C:17]1=[O:28])[C:9](=[O:15])[O:10][C:11]([CH3:14])([CH3:13])[CH3:12])=[O:7])([CH3:4])([CH3:3])[CH3:2].C(=O)(OC(C)(C)C)O[CH2:31][CH:32]=[CH2:33].[CH2:40]1[CH2:44]OC[CH2:41]1, predict the reaction product. The product is: [C:11]([O:10][C:9]([N:8]([C@H:16]1[CH2:24][O:23][CH2:22][C@H:21]([O:25][CH2:33][CH:32]=[CH2:31])[C@@H:20]([O:26][CH2:44][CH:40]=[CH2:41])[C@H:19]([CH3:27])[O:18][C:17]1=[O:28])[C:6](=[O:7])[O:5][C:1]([CH3:2])([CH3:3])[CH3:4])=[O:15])([CH3:14])([CH3:13])[CH3:12].